Dataset: Catalyst prediction with 721,799 reactions and 888 catalyst types from USPTO. Task: Predict which catalyst facilitates the given reaction. (1) Reactant: [H-].[Na+].[OH:3][C:4]1[C:5]([C:10]([O:12][CH3:13])=[O:11])=[N:6][CH:7]=[CH:8][CH:9]=1.[CH3:14][O:15][C:16]1[CH:23]=[CH:22][C:19]([CH2:20]Cl)=[CH:18][CH:17]=1.O. Product: [CH3:14][O:15][C:16]1[CH:23]=[CH:22][C:19]([CH2:20][O:3][C:4]2[C:5]([C:10]([O:12][CH3:13])=[O:11])=[N:6][CH:7]=[CH:8][CH:9]=2)=[CH:18][CH:17]=1. The catalyst class is: 3. (2) Reactant: FC1C=CC=C(F)C=1C[NH2:5].C(N(CC)C(C)C)(C)C.C(N1C=CN=C1)(N1C=CN=C1)=O.C(N(CC)CC)C.[F:39][C:40]1[CH:69]=[C:68](OC)[CH:67]=[C:66]([F:72])[C:41]=1[CH2:42][N:43]1[C:48]2[N:49]=[CH:50][CH:51]=[CH:52][C:47]=2[S:46](=[O:54])(=[O:53])[N:45]([C:55]2[CH:60]=[CH:59][C:58]([O:61][CH3:62])=[C:57]([O:63][CH3:64])C=2)[C:44]1=[O:65]. Product: [F:39][C:40]1[CH:69]=[CH:68][CH:67]=[C:66]([F:72])[C:41]=1[CH2:42][N:43]1[C:48]2[N:49]=[CH:50][CH:51]=[CH:52][C:47]=2[S:46](=[O:53])(=[O:54])[N:45]([C:55]2[CH:60]=[CH:59][C:58]([O:61][CH3:62])=[C:57]([O:63][CH3:64])[N:5]=2)[C:44]1=[O:65]. The catalyst class is: 3. (3) The catalyst class is: 58. Reactant: [Br:1]N1C(=O)CCC1=O.[NH2:9][C:10]1[C:15]([C:16]2[CH:21]=[C:20]([Cl:22])[CH:19]=[C:18]([Cl:23])[C:17]=2[Cl:24])=[N:14][CH:13]=[C:12]([NH2:25])[N:11]=1. Product: [Br:1][C:13]1[N:14]=[C:15]([C:16]2[CH:21]=[C:20]([Cl:22])[CH:19]=[C:18]([Cl:23])[C:17]=2[Cl:24])[C:10]([NH2:9])=[N:11][C:12]=1[NH2:25]. (4) Reactant: [CH2:1]([O:3][C:4](=[O:26])[CH2:5][C:6]1[CH:25]=[CH:24][C:9]([O:10][CH2:11][CH2:12][CH:13]([C:19](OCC)=[O:20])[C:14](OCC)=[O:15])=[CH:8][CH:7]=1)[CH3:2].C(O)(=O)C.[CH:31](=[NH:33])[NH2:32].CC[O-].[Na+].Cl. Product: [OH:20][C:19]1[C:13]([CH2:12][CH2:11][O:10][C:9]2[CH:24]=[CH:25][C:6]([CH2:5][C:4]([O:3][CH2:1][CH3:2])=[O:26])=[CH:7][CH:8]=2)=[C:14]([OH:15])[N:33]=[CH:31][N:32]=1. The catalyst class is: 14. (5) Reactant: [Br-].[C:2]([CH2:5][CH2:6][P+](C1C=CC=CC=1)(C1C=CC=CC=1)C1C=CC=CC=1)([OH:4])=[O:3].C[Si]([N-][Si](C)(C)C)(C)C.[Na+].[CH3:36][O:37][C:38]1[CH:39]=[C:40]([CH:43]=[C:44]([O:46][CH3:47])[CH:45]=1)[CH:41]=O. Product: [CH3:36][O:37][C:38]1[CH:39]=[C:40]([CH:41]=[CH:6][CH2:5][C:2]([OH:4])=[O:3])[CH:43]=[C:44]([O:46][CH3:47])[CH:45]=1. The catalyst class is: 1. (6) Reactant: [Li+].[OH-].C([O:5][C:6](=[O:27])/[CH:7]=[CH:8]/[C:9]1[CH:14]=[CH:13][C:12](/[CH:15]=[CH:16]/[C:17](=[O:26])[NH:18][O:19][CH:20]2[CH2:25][CH2:24][CH2:23][CH2:22][O:21]2)=[CH:11][CH:10]=1)C. Product: [O:21]1[CH2:22][CH2:23][CH2:24][CH2:25][CH:20]1[O:19][NH:18][C:17](/[CH:16]=[CH:15]/[C:12]1[CH:11]=[CH:10][C:9](/[CH:8]=[CH:7]/[C:6]([OH:27])=[O:5])=[CH:14][CH:13]=1)=[O:26]. The catalyst class is: 1. (7) Reactant: [NH2:1][C:2]1[CH:3]=[C:4]([CH:9]=[CH:10][C:11]=1[NH:12][CH2:13][C:14]1[CH:19]=[CH:18][C:17]([O:20][CH3:21])=[CH:16][CH:15]=1)[C:5]([O:7][CH3:8])=[O:6].[C:22](OCC)(=[O:28])[C:23](OCC)=[O:24]. Product: [CH3:21][O:20][C:17]1[CH:16]=[CH:15][C:14]([CH2:13][N:12]2[C:11]3[C:2](=[CH:3][C:4]([C:5]([O:7][CH3:8])=[O:6])=[CH:9][CH:10]=3)[NH:1][C:23](=[O:24])[C:22]2=[O:28])=[CH:19][CH:18]=1. The catalyst class is: 28. (8) The catalyst class is: 7. Product: [CH3:27][C:10]1[N:9]([C:28]2[CH:33]=[CH:32][CH:31]=[C:30]([C:34]([F:37])([F:36])[F:35])[CH:29]=2)[C:8](=[O:38])[N:7]([C@@H:5]([CH2:4][CH:3]=[O:2])[CH3:6])[C:12](=[O:13])[C:11]=1[C:14]1[N:18]([C:19]2[CH:20]=[CH:21][C:22]([C:23]#[N:24])=[CH:25][CH:26]=2)[N:17]=[CH:16][CH:15]=1. Reactant: C[O:2][CH:3]=[CH:4][C@H:5]([N:7]1[C:12](=[O:13])[C:11]([C:14]2[N:18]([C:19]3[CH:26]=[CH:25][C:22]([C:23]#[N:24])=[CH:21][CH:20]=3)[N:17]=[CH:16][CH:15]=2)=[C:10]([CH3:27])[N:9]([C:28]2[CH:33]=[CH:32][CH:31]=[C:30]([C:34]([F:37])([F:36])[F:35])[CH:29]=2)[C:8]1=[O:38])[CH3:6].Cl.O.C(OCC)(=O)C.